From a dataset of Full USPTO retrosynthesis dataset with 1.9M reactions from patents (1976-2016). Predict the reactants needed to synthesize the given product. Given the product [N:1]1([C:7]2[N:12]=[CH:11][C:10]([C:13]3[N:17]4[CH:18]=[CH:19][CH:20]=[CH:21][C:16]4=[N:15][C:14]=3[CH2:22][OH:23])=[CH:9][CH:8]=2)[CH2:6][CH2:5][O:4][CH2:3][CH2:2]1, predict the reactants needed to synthesize it. The reactants are: [N:1]1([C:7]2[N:12]=[CH:11][C:10]([C:13]3[N:17]4[CH:18]=[CH:19][CH:20]=[CH:21][C:16]4=[N:15][C:14]=3[C:22](OCC)=[O:23])=[CH:9][CH:8]=2)[CH2:6][CH2:5][O:4][CH2:3][CH2:2]1.[BH4-].[Li+].[OH-].[Na+].